This data is from Catalyst prediction with 721,799 reactions and 888 catalyst types from USPTO. The task is: Predict which catalyst facilitates the given reaction. (1) Reactant: [F:1][C:2]1[CH:24]=[CH:23][CH:22]=[CH:21][C:3]=1[CH2:4][C:5]1[C:9]([CH2:10][OH:11])=[CH:8][N:7]([CH2:12][C:13]2[CH:18]=[CH:17][C:16]([O:19][CH3:20])=[CH:15][CH:14]=2)[N:6]=1.S([O-])([O-])(=O)=O.[Mg+2]. Product: [F:1][C:2]1[CH:24]=[CH:23][CH:22]=[CH:21][C:3]=1[CH2:4][C:5]1[C:9]([CH:10]=[O:11])=[CH:8][N:7]([CH2:12][C:13]2[CH:18]=[CH:17][C:16]([O:19][CH3:20])=[CH:15][CH:14]=2)[N:6]=1. The catalyst class is: 327. (2) Reactant: [C:1]([O:5][C:6]([NH:8][C@@H:9]([CH2:13][C:14]1[CH:19]=[CH:18][C:17]([O:20][CH2:21][C:22]2[CH:27]=[CH:26][CH:25]=[CH:24][CH:23]=2)=[C:16]([O:28][CH2:29][C:30]2[CH:35]=[CH:34][CH:33]=[CH:32][CH:31]=2)[CH:15]=1)[C:10]([OH:12])=[O:11])=[O:7])([CH3:4])([CH3:3])[CH3:2].[C:36]([O:44][CH2:45][C@H:46](O)[CH3:47])(=[O:43])[C:37]1[CH:42]=[CH:41][CH:40]=[CH:39][CH:38]=1.Cl.CN(C)CCCN=C=NCC. Product: [C:1]([O:5][C:6]([NH:8][C@@H:9]([CH2:13][C:14]1[CH:19]=[CH:18][C:17]([O:20][CH2:21][C:22]2[CH:27]=[CH:26][CH:25]=[CH:24][CH:23]=2)=[C:16]([O:28][CH2:29][C:30]2[CH:35]=[CH:34][CH:33]=[CH:32][CH:31]=2)[CH:15]=1)[C:10]([O:12][C@H:46]([CH3:47])[CH2:45][O:44][C:36]([C:37]1[CH:42]=[CH:41][CH:40]=[CH:39][CH:38]=1)=[O:43])=[O:11])=[O:7])([CH3:4])([CH3:2])[CH3:3]. The catalyst class is: 119. (3) Reactant: C([O:8][N:9]([C:21](=[O:29])[CH2:22][CH2:23][C:24]([O:26][CH2:27][CH3:28])=[O:25])[C:10]1[N:20]=[CH:19][CH:18]=[CH:17][C:11]=1[C:12]([O:14]CC)=O)C1C=CC=CC=1.[H-].[K+]. Product: [OH:8][N:9]1[C:10]2[C:11](=[CH:17][CH:18]=[CH:19][N:20]=2)[C:12]([OH:14])=[C:22]([CH2:23][C:24]([O:26][CH2:27][CH3:28])=[O:25])[C:21]1=[O:29]. The catalyst class is: 11.